This data is from Catalyst prediction with 721,799 reactions and 888 catalyst types from USPTO. The task is: Predict which catalyst facilitates the given reaction. (1) Reactant: [Br:1]N1C(=O)CCC1=O.C([C:11]1[C:12]([OH:21])=[C:13]([C:17]([CH3:20])=[CH:18][CH:19]=1)[C:14]([OH:16])=[O:15])C.C(N[CH:26]([CH3:28])C)(C)C. Product: [Br:1][C:11]1[C:12]([OH:21])=[C:13]([C:17]([CH3:20])=[CH:18][CH:19]=1)[C:14]([O:16][CH2:26][CH3:28])=[O:15]. The catalyst class is: 2. (2) Reactant: [NH2:1][C:2]1[CH:3]=[C:4]([CH:19]=[CH:20][CH:21]=1)[O:5][C:6]1[C:15]2[C:10](=[CH:11][C:12]([OH:18])=[C:13]([O:16][CH3:17])[CH:14]=2)[N:9]=[CH:8][N:7]=1.[C:22]([C:26]1[O:30][N:29]=[C:28]([NH:31][C:32](=O)[O:33]C2C=CC=CC=2)[CH:27]=1)([CH3:25])([CH3:24])[CH3:23]. Product: [C:22]([C:26]1[O:30][N:29]=[C:28]([NH:31][C:32]([NH:1][C:2]2[CH:21]=[CH:20][CH:19]=[C:4]([O:5][C:6]3[C:15]4[C:10](=[CH:11][C:12]([OH:18])=[C:13]([O:16][CH3:17])[CH:14]=4)[N:9]=[CH:8][N:7]=3)[CH:3]=2)=[O:33])[CH:27]=1)([CH3:25])([CH3:23])[CH3:24]. The catalyst class is: 9. (3) Product: [Cl:17][C:6]1[C:5]2[C:10](=[CH:11][C:2]([CH3:1])=[CH:3][CH:4]=2)[N:9]=[C:8]([C:12]#[N:13])[CH:7]=1. Reactant: [CH3:1][C:2]1[CH:11]=[C:10]2[C:5]([CH:6]=[CH:7][C:8]([C:12]#[N+:13][O-])=[N:9]2)=[CH:4][CH:3]=1.O=P(Cl)(Cl)[Cl:17]. The catalyst class is: 22. (4) Reactant: [Si:1]([O:8][CH2:9][C:10]1[C:11]([F:33])=[C:12]([N:16]2[CH2:19][CH:18]([CH:20]3[CH2:25][CH2:24][N:23](C(OC(C)(C)C)=O)[CH2:22][CH2:21]3)[CH2:17]2)[CH:13]=[CH:14][CH:15]=1)([C:4]([CH3:7])([CH3:6])[CH3:5])([CH3:3])[CH3:2].C(O)(C(F)(F)F)=O. Product: [Si:1]([O:8][CH2:9][C:10]1[C:11]([F:33])=[C:12]([N:16]2[CH2:19][CH:18]([CH:20]3[CH2:21][CH2:22][NH:23][CH2:24][CH2:25]3)[CH2:17]2)[CH:13]=[CH:14][CH:15]=1)([C:4]([CH3:7])([CH3:5])[CH3:6])([CH3:3])[CH3:2]. The catalyst class is: 2. (5) Reactant: C(OC(=O)[NH:7][C:8]1[CH:13]=[CH:12][C:11]([C:14]2[CH:19]=[CH:18][N:17]=[C:16]([NH:20][C:21](=[O:23])[CH3:22])[CH:15]=2)=[CH:10][CH:9]=1)(C)(C)C.Cl.O1CCOCC1. Product: [NH2:7][C:8]1[CH:9]=[CH:10][C:11]([C:14]2[CH:19]=[CH:18][N:17]=[C:16]([NH:20][C:21](=[O:23])[CH3:22])[CH:15]=2)=[CH:12][CH:13]=1. The catalyst class is: 4. (6) Reactant: Cl.[F:2][C:3]([F:35])([F:34])[C:4]1[CH:5]=[C:6]([C@H:14]([O:16][C@H:17]2[CH2:21][NH:20][C@@H:19]([CH2:22][CH2:23][C:24]([OH:26])=O)[C@@H:18]2[C:27]2[CH:32]=[CH:31][C:30]([F:33])=[CH:29][CH:28]=2)[CH3:15])[CH:7]=[C:8]([C:10]([F:13])([F:12])[F:11])[CH:9]=1.CCN(C(C)C)C(C)C.C(Cl)CCl. Product: [F:13][C:10]([F:11])([F:12])[C:8]1[CH:7]=[C:6]([C@H:14]([O:16][C@@H:17]2[C@@H:18]([C:27]3[CH:32]=[CH:31][C:30]([F:33])=[CH:29][CH:28]=3)[C@H:19]3[N:20]([C:24](=[O:26])[CH2:23][CH2:22]3)[CH2:21]2)[CH3:15])[CH:5]=[C:4]([C:3]([F:34])([F:35])[F:2])[CH:9]=1. The catalyst class is: 166. (7) Reactant: COC1C=CC(C[N:8]2[C:12]3[N:13]=[C:14]4[CH2:21][NH:20][CH2:19][CH2:18][N:15]4[C:16](=[O:17])[C:11]=3[CH:10]=[N:9]2)=CC=1.COC1C=CC(CNN)=CC=1.NC1N(CC2C=CC(OC)=CC=2)N=CC=1C(N)=O.NC1N(C2C=CC=CC=2)N=CC=1C(N)=O. Product: [NH:8]1[C:12]2[N:13]=[C:14]3[CH2:21][NH:20][CH2:19][CH2:18][N:15]3[C:16](=[O:17])[C:11]=2[CH:10]=[N:9]1. The catalyst class is: 55.